Dataset: Forward reaction prediction with 1.9M reactions from USPTO patents (1976-2016). Task: Predict the product of the given reaction. (1) Given the reactants [Br:1][C:2]1[CH:18]=[CH:17][CH:16]=[CH:15][C:3]=1[CH2:4][S:5]([N:8]1[CH2:13][CH2:12][CH:11]([NH2:14])[CH2:10][CH2:9]1)(=[O:7])=[O:6].Cl.CCN(CC)CC.[C:27](Cl)(=[O:29])[CH3:28], predict the reaction product. The product is: [Br:1][C:2]1[CH:18]=[CH:17][CH:16]=[CH:15][C:3]=1[CH2:4][S:5]([N:8]1[CH2:13][CH2:12][CH:11]([NH:14][C:27](=[O:29])[CH3:28])[CH2:10][CH2:9]1)(=[O:6])=[O:7]. (2) The product is: [N:12]1[N:13]=[N:14][N:7]2[CH:6]([C:8]([O:10][CH3:11])=[O:9])[CH2:5][CH2:4][C:3]=12. Given the reactants CO[C:3]1[CH2:4][CH2:5][CH:6]([C:8]([O:10][CH3:11])=[O:9])[N:7]=1.[N-:12]=[N+:13]=[N-:14].[Na+].C(=O)([O-])[O-].[K+].[K+], predict the reaction product. (3) Given the reactants [CH3:1][S:2]([C:5]1[CH:6]=[CH:7][C:8]([C:11]2[CH:16]=[CH:15][C:14]([O:17][CH2:18][CH:19]3[CH2:24][CH2:23][N:22]([C:25]([O:27][C:28](C)([CH3:30])[CH3:29])=[O:26])[CH2:21][CH2:20]3)=[CH:13][CH:12]=2)=[N:9][CH:10]=1)(=[O:4])=[O:3].C(O)(C(F)(F)F)=O.C(N(C(C)C)CC)(C)C.ClC(OC(C)C)=O, predict the reaction product. The product is: [CH3:1][S:2]([C:5]1[CH:6]=[CH:7][C:8]([C:11]2[CH:12]=[CH:13][C:14]([O:17][CH2:18][CH:19]3[CH2:24][CH2:23][N:22]([C:25]([O:27][CH:28]([CH3:30])[CH3:29])=[O:26])[CH2:21][CH2:20]3)=[CH:15][CH:16]=2)=[N:9][CH:10]=1)(=[O:3])=[O:4].